Dataset: Forward reaction prediction with 1.9M reactions from USPTO patents (1976-2016). Task: Predict the product of the given reaction. (1) Given the reactants Cl.Cl[CH2:3][CH2:4][N:5]([CH2:8][CH3:9])[CH2:6][CH3:7].[Cl:10][C:11]1[CH:16]=[CH:15][C:14]([C@H:17]2[C@@:19]3([C:27]4[C:22](=[CH:23][CH:24]=[CH:25][CH:26]=4)[NH:21][C:20]3=[O:28])[CH2:18]2)=[CH:13][CH:12]=1, predict the reaction product. The product is: [Cl:10][C:11]1[CH:12]=[CH:13][C:14]([C@H:17]2[C@@:19]3([C:27]4[C:22](=[CH:23][CH:24]=[CH:25][CH:26]=4)[N:21]([CH2:3][CH2:4][N:5]([CH2:8][CH3:9])[CH2:6][CH3:7])[C:20]3=[O:28])[CH2:18]2)=[CH:15][CH:16]=1. (2) Given the reactants CC[C@H]1[C@H]2C[C@H]([C@H:11]([O:24]C3C4C(=CC=CC=4)C([O:24][C@H:11]([C:12]4C=CN=[C:18]5[C:13]=4[CH:14]=[C:15]([O:22][CH3:23])[CH:16]=[CH:17]5)[C@@H]4N5C[C@H](CC)[C@@H](CC5)C4)=NN=3)[C:12]3C=CN=[C:18]4[C:13]=3[CH:14]=[C:15]([O:22][CH3:23])[CH:16]=[CH:17]4)N(CC2)C1.C(C1C=CC=C([O:67]C)C=1)=C, predict the reaction product. The product is: [CH3:23][O:22][C:15]1[CH:14]=[C:13]([C@H:12]([OH:67])[CH2:11][OH:24])[CH:18]=[CH:17][CH:16]=1.